From a dataset of Reaction yield outcomes from USPTO patents with 853,638 reactions. Predict the reaction yield, written as a fraction of the theoretical maximum amount of product (1.0 means a 100% yield; for example, 0.34 means a 34% yield). (1) The reactants are [C:1]([O:11][CH:12]([CH3:14])[CH3:13])(=[O:10])/[CH:2]=[CH:3]/[C:4]([O:6][CH:7]([CH3:9])[CH3:8])=[O:5].[C:15]([O:25][CH3:26])(=[O:24])[CH:16]=[CH:17][C:18]1[CH:23]=[CH:22][CH:21]=[CH:20][CH:19]=1.C(OCCCCOC(=O)C(C)=C)(=O)C(C)=C.C(OOOC(C)(C)C)(=O)C(C)(C)C. The catalyst is O1CCCC1.CO. The product is [C:4]([O:6][CH:7]([CH3:9])[CH3:8])(=[O:5])/[CH:3]=[CH:2]/[C:1]([O:11][CH:12]([CH3:14])[CH3:13])=[O:10].[C:15]([O:25][CH3:26])(=[O:24])[CH:16]=[CH:17][C:18]1[CH:19]=[CH:20][CH:21]=[CH:22][CH:23]=1. The yield is 0.550. (2) The reactants are O[C@@H]1C2N=CN=C(N3CCN(C(OC(C)(C)C)=O)CC3)C=2[C@H](C)C1.CCN(S(F)(F)F)CC.[F:34][C@H:35]1[C:39]2[N:40]=[CH:41][N:42]=[C:43]([N:44]3[CH2:49][CH2:48][N:47](C(OC(C)(C)C)=O)[CH2:46][CH2:45]3)[C:38]=2[C@H:37]([CH3:57])[CH2:36]1.[ClH:58]. The catalyst is C(Cl)Cl.O1CCOCC1. The product is [ClH:58].[ClH:58].[F:34][C@H:35]1[C:39]2[N:40]=[CH:41][N:42]=[C:43]([N:44]3[CH2:45][CH2:46][NH:47][CH2:48][CH2:49]3)[C:38]=2[C@H:37]([CH3:57])[CH2:36]1. The yield is 0.960. (3) The reactants are [Cl:1][C:2]1[CH:7]=[CH:6][C:5]([NH:8][C:9]([CH:11]2[CH2:16][C:15]([F:18])([F:17])[CH2:14][NH:13][CH2:12]2)=[O:10])=[CH:4][CH:3]=1.[N:19]1[CH:24]=[CH:23][CH:22]=[N:21][C:20]=1[C:25]1[CH:26]=[C:27]([CH:31]=[CH:32][CH:33]=1)[C:28](O)=[O:29].Cl.CN(C)CCCN=C=NCC.C(N(CC)C(C)C)(C)C. The catalyst is C1COCC1.CN(C)C1C=CN=CC=1.C(OCC)(=O)C. The product is [Cl:1][C:2]1[CH:3]=[CH:4][C:5]([NH:8][C:9]([CH:11]2[CH2:16][C:15]([F:18])([F:17])[CH2:14][N:13]([C:28](=[O:29])[C:27]3[CH:31]=[CH:32][CH:33]=[C:25]([C:20]4[N:19]=[CH:24][CH:23]=[CH:22][N:21]=4)[CH:26]=3)[CH2:12]2)=[O:10])=[CH:6][CH:7]=1. The yield is 0.900. (4) The reactants are [Cl:1][C:2]1[CH:3]=[C:4]([CH:8]2[C:12]([C:15]3[CH:20]=[CH:19][C:18]([Cl:21])=[CH:17][CH:16]=3)([C:13]#[N:14])[CH:11]([CH2:22][C:23]([CH3:26])([CH3:25])[CH3:24])[NH:10][CH:9]2[C:27](O)=[O:28])[CH:5]=[CH:6][CH:7]=1.[N:30]1[C:39]2[C:34](=[CH:35][CH:36]=[CH:37][CH:38]=2)[CH:33]=[C:32](NC)[CH:31]=1.[CH3:42][N:43](C(ON1N=NC2C=CC=NC1=2)=[N+](C)C)C.F[P-](F)(F)(F)(F)F.CCN(C(C)C)C(C)C. The catalyst is C(Cl)Cl. The product is [N:30]1[C:39]2[C:34](=[CH:35][CH:36]=[CH:37][CH:38]=2)[CH:33]=[C:32]([CH2:42][NH:43][C:27]([CH:9]2[CH:8]([C:4]3[CH:5]=[CH:6][CH:7]=[C:2]([Cl:1])[CH:3]=3)[C:12]([C:15]3[CH:20]=[CH:19][C:18]([Cl:21])=[CH:17][CH:16]=3)([C:13]#[N:14])[CH:11]([CH2:22][C:23]([CH3:24])([CH3:25])[CH3:26])[NH:10]2)=[O:28])[CH:31]=1. The yield is 0.475. (5) The reactants are N[C:2]1[C:9]([F:10])=[CH:8][C:5]([CH:6]=[O:7])=[C:4]([F:11])[C:3]=1[Br:12].N([O-])=O.[Na+].C(OCC)(=O)C. The catalyst is C(O)(=O)C.P(P(O)(O)=O)(O)(O)=O.O. The product is [Br:12][C:3]1[C:4]([F:11])=[C:5]([CH:8]=[C:9]([F:10])[CH:2]=1)[CH:6]=[O:7]. The yield is 0.440. (6) The reactants are [CH3:1][N:2]1[C:6]([C:7]2[CH:12]=[C:11]([O:13][C:14]([F:17])([F:16])[F:15])[CH:10]=[CH:9][C:8]=2[OH:18])=[CH:5][CH:4]=[N:3]1.[C:19]([C:21]1[CH:22]=[C:23]([S:28]([NH:31][C:32]2[S:33][CH:34]=[CH:35][N:36]=2)(=[O:30])=[O:29])[CH:24]=[CH:25][C:26]=1F)#[N:20]. No catalyst specified. The product is [C:19]([C:21]1[CH:22]=[C:23]([S:28]([NH:31][C:32]2[S:33][CH:34]=[CH:35][N:36]=2)(=[O:30])=[O:29])[CH:24]=[CH:25][C:26]=1[O:18][C:8]1[CH:9]=[CH:10][C:11]([O:13][C:14]([F:15])([F:16])[F:17])=[CH:12][C:7]=1[C:6]1[N:2]([CH3:1])[N:3]=[CH:4][CH:5]=1)#[N:20]. The yield is 0.970. (7) The reactants are [Cl:1][C:2]1[C:7]([C:8](Cl)=[O:9])=[CH:6][N:5]=[C:4]([Cl:11])[CH:3]=1.Cl.[CH3:13][CH:14]1[CH2:18][CH2:17][CH:16]([CH3:19])[NH:15]1.C(N(CC)CC)C. The catalyst is ClCCl. The product is [Cl:1][C:2]1[CH:3]=[C:4]([Cl:11])[N:5]=[CH:6][C:7]=1[C:8]([N:15]1[CH:16]([CH3:19])[CH2:17][CH2:18][CH:14]1[CH3:13])=[O:9]. The yield is 0.690.